From a dataset of Reaction yield outcomes from USPTO patents with 853,638 reactions. Predict the reaction yield, written as a fraction of the theoretical maximum amount of product (1.0 means a 100% yield; for example, 0.34 means a 34% yield). (1) The catalyst is N. The reactants are [CH3:1][O:2][C:3]1[CH:4]=[C:5]([CH2:9][CH2:10][NH:11][C:12](=O)[C:13]2[CH:18]=[CH:17][CH:16]=[CH:15][CH:14]=2)[CH:6]=[CH:7][CH:8]=1.P(Cl)(Cl)(Cl)=O. The product is [CH3:1][O:2][C:3]1[CH:4]=[C:5]2[C:6](=[CH:7][CH:8]=1)[C:12]([C:13]1[CH:18]=[CH:17][CH:16]=[CH:15][CH:14]=1)=[N:11][CH2:10][CH2:9]2. The yield is 1.00. (2) The reactants are [Cl:1][C:2]1[CH:7]=[CH:6][C:5]([CH:8]2[CH2:12][CH2:11][CH2:10][C:9]2=[O:13])=[CH:4][CH:3]=1.[C:14](Cl)([N:16]=[C:17]=[O:18])=[O:15]. The catalyst is C(OCC)(=O)C. The product is [Cl:1][C:2]1[CH:3]=[CH:4][C:5]([CH:8]2[C:9]3[O:13][C:17](=[O:18])[NH:16][C:14](=[O:15])[C:10]=3[CH2:11][CH2:12]2)=[CH:6][CH:7]=1. The yield is 0.511. (3) The reactants are Cl.[N:2]1[CH:7]=[CH:6][CH:5]=[C:4]([S:8](Cl)(=[O:10])=[O:9])[CH:3]=1.[NH3:12]. The catalyst is C(Cl)Cl. The product is [N:2]1[CH:7]=[CH:6][CH:5]=[C:4]([S:8]([NH2:12])(=[O:10])=[O:9])[CH:3]=1. The yield is 0.910. (4) The reactants are [Cl:1][C:2]1[C:3]([CH2:8]O)=[N:4][CH:5]=[CH:6][CH:7]=1.CCN(CC)CC.CS(Cl)(=O)=O.C(OC(=O)[NH:28][CH2:29][CH2:30][CH2:31][CH2:32][NH:33][CH2:34][C:35]1[C:40]([Cl:41])=[CH:39][CH:38]=[CH:37][N:36]=1)(C)(C)C. The catalyst is C(Cl)Cl.CC#N. The product is [Cl:1][C:2]1[C:3]([CH2:8][N:33]([CH2:34][C:35]2[C:40]([Cl:41])=[CH:39][CH:38]=[CH:37][N:36]=2)[CH2:32][CH2:31][CH2:30][CH2:29][NH2:28])=[N:4][CH:5]=[CH:6][CH:7]=1. The yield is 0.520. (5) The reactants are [F:1][C:2]([F:20])([F:19])[C:3](=O)[CH2:4][C:5]([C:7]1[CH:17]=[CH:16][C:10]2[O:11][CH2:12][C:13](=[O:15])[NH:14][C:9]=2[CH:8]=1)=O.Cl.[CH3:22][C:23]1[C:28]([CH3:29])=[CH:27][CH:26]=[CH:25][C:24]=1[NH:30][NH2:31]. No catalyst specified. The product is [CH3:22][C:23]1[C:28]([CH3:29])=[CH:27][CH:26]=[CH:25][C:24]=1[N:30]1[C:5]([C:7]2[CH:17]=[CH:16][C:10]3[O:11][CH2:12][C:13](=[O:15])[NH:14][C:9]=3[CH:8]=2)=[CH:4][C:3]([C:2]([F:20])([F:19])[F:1])=[N:31]1. The yield is 0.360. (6) The reactants are [S:1](=[O:5])(=O)([OH:3])[OH:2].[CH3:6][N:7]1[C:15]2[C:10](=[CH:11][CH:12]=[CH:13][CH:14]=2)[CH2:9][CH2:8]1. The catalyst is CCOCC.CO. The product is [CH3:6][N:7]1[C:15]2[C:10](=[CH:11][C:12]([S:1]([OH:3])(=[O:5])=[O:2])=[CH:13][CH:14]=2)[CH2:9][CH2:8]1. The yield is 0.160. (7) The reactants are [I:1][C:2]1[CH:11]=[N:10][C:5]2[NH:6][CH2:7][CH2:8][NH:9][C:4]=2[CH:3]=1.[C:12]1([S:18](Cl)(=[O:20])=[O:19])[CH:17]=[CH:16][CH:15]=[CH:14][CH:13]=1. The catalyst is N1C=CC=CC=1. The product is [C:12]1([S:18]([N:9]2[CH2:8][CH2:7][NH:6][C:5]3[N:10]=[CH:11][C:2]([I:1])=[CH:3][C:4]2=3)(=[O:20])=[O:19])[CH:17]=[CH:16][CH:15]=[CH:14][CH:13]=1. The yield is 0.230. (8) The reactants are Br[C:2]1[CH:8]=[C:7]([N+:9]([O-:11])=[O:10])[CH:6]=[CH:5][C:3]=1[NH2:4].[C:12]([C:14]1[CH:19]=[CH:18][CH:17]=[CH:16][CH:15]=1)#[CH:13]. The catalyst is C(N(CC)CC)C.[Cu]I.Cl[Pd](Cl)([P](C1C=CC=CC=1)(C1C=CC=CC=1)C1C=CC=CC=1)[P](C1C=CC=CC=1)(C1C=CC=CC=1)C1C=CC=CC=1. The product is [N+:9]([C:7]1[CH:6]=[CH:5][C:3]([NH2:4])=[C:2]([C:13]#[C:12][C:14]2[CH:19]=[CH:18][CH:17]=[CH:16][CH:15]=2)[CH:8]=1)([O-:11])=[O:10]. The yield is 0.140. (9) The yield is 0.0300. The product is [Cl:1][C:2]1[CH:3]=[CH:4][C:5]([CH:8]([CH2:12][OH:13])[C:9]([NH:14][C:15]2[CH:20]=[N:19][CH:18]=[C:17]([C:21]([C:23]3[C:31]4[CH:30]=[N:29][CH:28]=[N:27][C:26]=4[N:25]([CH:32]([CH3:34])[CH3:33])[CH:24]=3)=[O:22])[CH:16]=2)=[O:11])=[CH:6][CH:7]=1. The catalyst is C1COCC1. The reactants are [Cl:1][C:2]1[CH:7]=[CH:6][C:5]([CH:8]([CH2:12][OH:13])[C:9]([OH:11])=O)=[CH:4][CH:3]=1.[NH2:14][C:15]1[CH:16]=[C:17]([C:21]([C:23]2[C:31]3[CH:30]=[N:29][CH:28]=[N:27][C:26]=3[N:25]([CH:32]([CH3:34])[CH3:33])[CH:24]=2)=[O:22])[CH:18]=[N:19][CH:20]=1.C(N(C(C)C)CC)(C)C.CCN=C=NCCCN(C)C.Cl.C1C=CC2N(O)N=NC=2C=1.